This data is from Forward reaction prediction with 1.9M reactions from USPTO patents (1976-2016). The task is: Predict the product of the given reaction. (1) Given the reactants [CH3:1][C:2]1[C:3]([CH2:14][S:15][C:16]2[NH:20][C:19]3[CH:21]=[CH:22][CH:23]=[CH:24][C:18]=3[N:17]=2)=[N:4][CH:5]=[CH:6][C:7]=1[O:8][CH2:9][C:10]([F:13])([F:12])[F:11].[C:25](=[O:37])([O:33][CH:34](I)[CH3:35])[O:26][CH:27]1[CH2:32][O:31][CH2:30][O:29][CH2:28]1.C(=O)([O-])O.[Na+].[Cl-].[Cs+], predict the reaction product. The product is: [C:25](=[O:37])([O:33][CH:34]([N:20]1[C:19]2[CH:21]=[CH:22][CH:23]=[CH:24][C:18]=2[N:17]=[C:16]1[S:15][CH2:14][C:3]1[C:2]([CH3:1])=[C:7]([O:8][CH2:9][C:10]([F:12])([F:11])[F:13])[CH:6]=[CH:5][N:4]=1)[CH3:35])[O:26][CH:27]1[CH2:32][O:31][CH2:30][O:29][CH2:28]1. (2) Given the reactants [CH3:1][C:2]1[C:11]2[C:10]([NH2:12])=[CH:9][CH:8]=[CH:7][C:6]=2[CH:5]=[N:4][CH:3]=1.[F:13][C:14]([F:26])([F:25])[C:15]1[CH:24]=[CH:23][C:18]([CH2:19][N:20]=[C:21]=[O:22])=[CH:17][CH:16]=1, predict the reaction product. The product is: [CH3:1][C:2]1[C:11]2[C:6](=[CH:7][CH:8]=[CH:9][C:10]=2[NH:12][C:21]([NH:20][CH2:19][C:18]2[CH:17]=[CH:16][C:15]([C:14]([F:13])([F:26])[F:25])=[CH:24][CH:23]=2)=[O:22])[CH:5]=[N:4][CH:3]=1.